Dataset: Catalyst prediction with 721,799 reactions and 888 catalyst types from USPTO. Task: Predict which catalyst facilitates the given reaction. (1) Reactant: [OH:1][C:2]1[CH:3]=[N:4][C:5]2[C:10]([CH:11]=1)=[CH:9][CH:8]=[CH:7][CH:6]=2.[Cl:12][C:13]1[CH:18]=[C:17]([N+:19]([O-:21])=[O:20])[CH:16]=[C:15]([Cl:22])[C:14]=1Cl.C(=O)([O-])[O-].[Cs+].[Cs+]. Product: [Cl:12][C:13]1[CH:18]=[C:17]([N+:19]([O-:21])=[O:20])[CH:16]=[C:15]([Cl:22])[C:14]=1[O:1][CH:2]1[CH2:11][C:10]2[C:5](=[CH:6][CH:7]=[CH:8][CH:9]=2)[N:4]=[CH:3]1. The catalyst class is: 3. (2) Reactant: [C:1]([OH:8])(=[O:7])/[CH:2]=[CH:3]/[CH:4]=[CH:5]/[CH3:6].[CH3:9][Si](Cl)(C)C. Product: [CH3:9][O:7][C:1](=[O:8])[CH:2]=[CH:3][CH:4]=[CH:5][CH3:6]. The catalyst class is: 100.